This data is from Forward reaction prediction with 1.9M reactions from USPTO patents (1976-2016). The task is: Predict the product of the given reaction. The product is: [NH2:1][C:2]1[CH:7]=[CH:6][C:5]([C:83]2[C:88]([F:89])=[CH:87][CH:86]=[CH:85][N:84]=2)=[N:4][C:3]=1[C:9]([NH:11][C:12]1[CH:13]=[N:14][CH:15]=[CH:16][C:17]=1[C:18]1[CH:23]=[C:22]([CH3:24])[N:21]=[C:20]([NH2:25])[CH:19]=1)=[O:10]. Given the reactants [NH2:1][C:2]1[C:3]([C:9]([NH:11][C:12]2[CH:13]=[N:14][CH:15]=[CH:16][C:17]=2[C:18]2[CH:23]=[C:22]([CH3:24])[N:21]=[C:20]([N:25](C(OC(C)(C)C)=O)C(OC(C)(C)C)=O)[CH:19]=2)=[O:10])=[N:4][C:5](Br)=[CH:6][CH:7]=1.B1(B2OC(C)(C)C(C)(C)O2)OC(C)(C)C(C)(C)O1.C1(P(C2CCCCC2)C2CCCCC2)CCCCC1.CC([O-])=O.[K+].Br[C:83]1[C:88]([F:89])=[CH:87][CH:86]=[CH:85][N:84]=1, predict the reaction product.